Dataset: Forward reaction prediction with 1.9M reactions from USPTO patents (1976-2016). Task: Predict the product of the given reaction. (1) Given the reactants [NH2:1][CH:2]([CH2:5][CH2:6][CH2:7][C:8]1[CH:13]=[CH:12][C:11]([O:14][CH2:15][C@@H:16]2[CH2:20][O:19][C:18]([CH3:22])([CH3:21])[O:17]2)=[CH:10][CH:9]=1)[C:3]#[N:4].[CH3:23][O:24][C:25]1[CH:32]=[C:31]([O:33][CH3:34])[CH:30]=[CH:29][C:26]=1[CH:27]=O.C(O[BH-](OC(=O)C)OC(=O)C)(=O)C.[Na+].C(=O)([O-])O.[Na+], predict the reaction product. The product is: [CH3:15][CH2:16][O:17][C:18]([CH3:21])=[O:19].[CH3:5][CH2:6][CH2:7][CH:8]([CH3:13])[CH3:9].[CH3:23][O:24][C:25]1[CH:32]=[C:31]([O:33][CH3:34])[CH:30]=[CH:29][C:26]=1[CH2:27][NH:1][CH:2]([CH2:5][CH2:6][CH2:7][C:8]1[CH:13]=[CH:12][C:11]([O:14][CH2:15][C@@H:16]2[CH2:20][O:19][C:18]([CH3:22])([CH3:21])[O:17]2)=[CH:10][CH:9]=1)[C:3]#[N:4]. (2) Given the reactants [F:1][C:2]([F:18])([C:9]([F:17])([F:16])[C:10]([F:15])([F:14])[CH:11]([F:13])[F:12])[CH2:3][CH:4]([C:7]#[N:8])[C:5]#[N:6].Br[CH2:20][CH2:21][CH:22]=[CH2:23].C(=O)([O-])[O-].[K+].[K+].Cl, predict the reaction product. The product is: [CH2:23]([C:4]([CH2:3][C:2]([F:18])([F:1])[C:9]([F:16])([F:17])[C:10]([F:14])([F:15])[CH:11]([F:13])[F:12])([C:7]#[N:8])[C:5]#[N:6])[CH2:22][CH:21]=[CH2:20]. (3) Given the reactants C[Si]([N-][Si](C)(C)C)(C)C.[Li+].F[C:12]1[CH:17]=[CH:16][CH:15]=[CH:14][C:13]=1[C:18]1[NH:27][C:26](=O)[C:25]2[C:20](=[CH:21][C:22]([O:31][CH3:32])=[CH:23][C:24]=2[O:29][CH3:30])[N:19]=1.[CH:33]([N:36]1[CH2:41][CH2:40][CH:39]([NH2:42])[CH2:38][CH2:37]1)([CH3:35])[CH3:34], predict the reaction product. The product is: [CH:33]([N:36]1[CH2:41][CH2:40][CH:39]([NH:42][C:12]2[CH:17]=[CH:16][CH:15]=[CH:14][C:13]=2[C:18]2[N:27]=[CH:26][C:25]3[C:20](=[CH:21][C:22]([O:31][CH3:32])=[CH:23][C:24]=3[O:29][CH3:30])[N:19]=2)[CH2:38][CH2:37]1)([CH3:35])[CH3:34]. (4) Given the reactants [OH:1][CH:2]1[CH2:6][CH2:5][NH:4][CH2:3]1.[CH3:7][C:8]([O:11][C:12](O[C:12]([O:11][C:8]([CH3:10])([CH3:9])[CH3:7])=[O:13])=[O:13])([CH3:10])[CH3:9], predict the reaction product. The product is: [C:8]([O:11][C:12]([N:4]1[CH2:5][CH2:6][CH:2]([OH:1])[CH2:3]1)=[O:13])([CH3:10])([CH3:9])[CH3:7]. (5) Given the reactants [NH2:1][C:2]1[C:7]([NH2:8])=[C:6]([C:9]2[CH:16]=[CH:15][C:12]([C:13]#[N:14])=[CH:11][CH:10]=2)[CH:5]=[CH:4][N:3]=1.[NH2:17][C:18]1[CH:19]=[C:20]([CH:24]=[CH:25][N:26]=1)[C:21](O)=O.[OH2:27], predict the reaction product. The product is: [NH2:17][C:18]1[CH:19]=[C:20]([C:21]2[NH:1][C:2]3=[N:3][CH:4]=[CH:5][C:6]([C:9]4[CH:16]=[CH:15][C:12]([C:13]([NH2:14])=[O:27])=[CH:11][CH:10]=4)=[C:7]3[N:8]=2)[CH:24]=[CH:25][N:26]=1.